Dataset: NCI-60 drug combinations with 297,098 pairs across 59 cell lines. Task: Regression. Given two drug SMILES strings and cell line genomic features, predict the synergy score measuring deviation from expected non-interaction effect. Drug 1: C1CCC(CC1)NC(=O)N(CCCl)N=O. Drug 2: CC=C1C(=O)NC(C(=O)OC2CC(=O)NC(C(=O)NC(CSSCCC=C2)C(=O)N1)C(C)C)C(C)C. Cell line: TK-10. Synergy scores: CSS=48.0, Synergy_ZIP=1.06, Synergy_Bliss=2.38, Synergy_Loewe=-12.1, Synergy_HSA=3.02.